Dataset: Reaction yield outcomes from USPTO patents with 853,638 reactions. Task: Predict the reaction yield, written as a fraction of the theoretical maximum amount of product (1.0 means a 100% yield; for example, 0.34 means a 34% yield). (1) The reactants are Cl.[CH3:2][NH:3][O:4][CH3:5].[Cl:6][C:7]1[C:8]([CH2:17][N:18]2[C:22]([C:23]([OH:25])=O)=[CH:21][C:20]([O:26][CH:27]([CH3:29])[CH3:28])=[N:19]2)=[N:9][CH:10]=[C:11]([C:13]([F:16])([F:15])[F:14])[CH:12]=1.Cl.C(N=C=NCCCN(C)C)C.O.ON1C2C=CC=CC=2N=N1. The catalyst is O.CN(C)C=O.C(N(CC)CC)C. The product is [Cl:6][C:7]1[C:8]([CH2:17][N:18]2[C:22]([C:23]([N:3]([O:4][CH3:5])[CH3:2])=[O:25])=[CH:21][C:20]([O:26][CH:27]([CH3:28])[CH3:29])=[N:19]2)=[N:9][CH:10]=[C:11]([C:13]([F:16])([F:14])[F:15])[CH:12]=1. The yield is 0.770. (2) The reactants are [F:1][C:2]1[CH:7]=[C:6]([F:8])[CH:5]=[CH:4][C:3]=1[CH2:9][CH2:10][C:11]([OH:13])=O.C(Cl)(=O)C(Cl)=O.N#N.Cl.[CH3:23][NH:24][O:25][CH3:26].N1C=CC=CC=1. The catalyst is CN(C=O)C.C1COCC1.C(Cl)Cl.CCOC(C)=O. The product is [F:1][C:2]1[CH:7]=[C:6]([F:8])[CH:5]=[CH:4][C:3]=1[CH2:9][CH2:10][C:11]([N:24]([O:25][CH3:26])[CH3:23])=[O:13]. The yield is 0.970.